Task: Predict the reaction yield, written as a fraction of the theoretical maximum amount of product (1.0 means a 100% yield; for example, 0.34 means a 34% yield).. Dataset: Reaction yield outcomes from USPTO patents with 853,638 reactions (1) The reactants are [OH:1][CH2:2][CH2:3][CH2:4][C@H:5]([C:35]([O:37][C:38]([CH3:41])([CH3:40])[CH3:39])=[O:36])[CH2:6][C@@H:7]([C:28]([O:30][C:31]([CH3:34])([CH3:33])[CH3:32])=[O:29])[NH:8][C:9]([C:22]1[CH:27]=[CH:26][CH:25]=[CH:24][CH:23]=1)([C:16]1[CH:21]=[CH:20][CH:19]=[CH:18][CH:17]=1)[C:10]1[CH:15]=[CH:14][CH:13]=[CH:12][CH:11]=1.C(N(CC)CC)C.[Cl:49][C:50]1[CH:55]=[C:54]([Cl:56])[CH:53]=[C:52]([Cl:57])[C:51]=1[S:58](Cl)(=[O:60])=[O:59].O. The product is [Cl:49][C:50]1[CH:55]=[C:54]([Cl:56])[CH:53]=[C:52]([Cl:57])[C:51]=1[S:58]([O:1][CH2:2][CH2:3][CH2:4][C@H:5]([C:35]([O:37][C:38]([CH3:41])([CH3:40])[CH3:39])=[O:36])[CH2:6][C@@H:7]([C:28]([O:30][C:31]([CH3:33])([CH3:34])[CH3:32])=[O:29])[NH:8][C:9]([C:10]1[CH:15]=[CH:14][CH:13]=[CH:12][CH:11]=1)([C:22]1[CH:27]=[CH:26][CH:25]=[CH:24][CH:23]=1)[C:16]1[CH:17]=[CH:18][CH:19]=[CH:20][CH:21]=1)(=[O:60])=[O:59]. The catalyst is ClCCl. The yield is 0.660. (2) The reactants are [CH3:1][C:2]1[O:6][N:5]=[C:4]([C:7]2[CH:12]=[CH:11][CH:10]=[CH:9][CH:8]=2)[C:3]=1[C:13]1[CH:18]=[CH:17][C:16]([S:19]([NH2:22])(=[O:21])=[O:20])=[CH:15][CH:14]=1. The catalyst is C(OC(=O)CC)(=O)CC. The product is [CH3:1][C:2]1[O:6][N:5]=[C:4]([C:7]2[CH:8]=[CH:9][CH:10]=[CH:11][CH:12]=2)[C:3]=1[C:13]1[CH:18]=[CH:17][C:16]([S:19]([NH:22][C:2](=[O:6])[CH2:3][CH3:4])(=[O:21])=[O:20])=[CH:15][CH:14]=1. The yield is 0.696. (3) The reactants are [CH2:1]([Zn]CC)C.[CH2:6]([N:8]1[C:16]2[C:11](=[CH:12][CH:13]=[C:14]([O:17][CH:18]=[CH2:19])[CH:15]=2)[C:10]([C:20]#[N:21])=[CH:9]1)[CH3:7].ClCI.[NH4+].[Cl-].[OH-].[NH4+]. The catalyst is C(OCC)(=O)C.ClCCCl. The product is [CH:18]1([O:17][C:14]2[CH:15]=[C:16]3[C:11]([C:10]([C:20]#[N:21])=[CH:9][N:8]3[CH2:6][CH3:7])=[CH:12][CH:13]=2)[CH2:1][CH2:19]1. The yield is 0.457. (4) The yield is 0.960. No catalyst specified. The reactants are [O:1]=[C:2]1[CH2:11][C:10]2[C:5](=[CH:6][CH:7]=[CH:8][CH:9]=2)[CH2:4][N:3]1[CH:12]1[CH2:17][CH2:16][N:15](C(OC(C)(C)C)=O)[CH2:14][CH2:13]1.N1CCC(C2CC3C(=CC=CC=3)NC2=O)CC1. The product is [NH:15]1[CH2:16][CH2:17][CH:12]([N:3]2[C:2](=[O:1])[CH2:11][C:10]3[C:5](=[CH:6][CH:7]=[CH:8][CH:9]=3)[CH2:4]2)[CH2:13][CH2:14]1. (5) The reactants are [CH:1]([O:4][C:5]1[CH:13]=[CH:12][C:8]([C:9](O)=[O:10])=[CH:7][C:6]=1[C:14]([F:17])([F:16])[F:15])([CH3:3])[CH3:2].CO.Cl. The catalyst is C1COCC1. The product is [CH:1]([O:4][C:5]1[CH:13]=[CH:12][C:8]([CH2:9][OH:10])=[CH:7][C:6]=1[C:14]([F:15])([F:16])[F:17])([CH3:3])[CH3:2]. The yield is 0.990. (6) The product is [Cl:8][C:5]1[CH:4]=[CH:3][C:2]([C:16]2[CH:15]=[CH:14][CH:13]=[C:12]([CH:9]([CH3:11])[CH3:10])[CH:17]=2)=[CH:7][N:6]=1. The reactants are Br[C:2]1[CH:3]=[CH:4][C:5]([Cl:8])=[N:6][CH:7]=1.[CH:9]([C:12]1[CH:13]=[C:14](B(O)O)[CH:15]=[CH:16][CH:17]=1)([CH3:11])[CH3:10].O.C(=O)([O-])[O-].[K+].[K+]. The catalyst is C1(C)C=CC=CC=1.C1C=CC([P]([Pd]([P](C2C=CC=CC=2)(C2C=CC=CC=2)C2C=CC=CC=2)([P](C2C=CC=CC=2)(C2C=CC=CC=2)C2C=CC=CC=2)[P](C2C=CC=CC=2)(C2C=CC=CC=2)C2C=CC=CC=2)(C2C=CC=CC=2)C2C=CC=CC=2)=CC=1. The yield is 0.590. (7) The reactants are [NH:1]1[C:9]2[C:4](=[CH:5][CH:6]=[CH:7][CH:8]=2)[C:3](/[CH:10]=[CH:11]/[C:12]2[CH:20]=[CH:19][C:15]([C:16]([OH:18])=O)=[CH:14][CH:13]=2)=[N:2]1.[CH3:21][N:22]([CH3:32])[C:23]([NH:25][CH:26]1[CH2:31][CH2:30][NH:29][CH2:28][CH2:27]1)=[O:24].O.ON1C2C=CC=CC=2N=N1.Cl.C(N=C=NCCCN(C)C)C.CN1CCOCC1. No catalyst specified. The product is [CH3:21][N:22]([CH3:32])[C:23]([NH:25][CH:26]1[CH2:27][CH2:28][N:29]([C:16](=[O:18])[C:15]2[CH:14]=[CH:13][C:12](/[CH:11]=[CH:10]/[C:3]3[C:4]4[C:9](=[CH:8][CH:7]=[CH:6][CH:5]=4)[NH:1][N:2]=3)=[CH:20][CH:19]=2)[CH2:30][CH2:31]1)=[O:24]. The yield is 0.620.